Dataset: Experimentally validated miRNA-target interactions with 360,000+ pairs, plus equal number of negative samples. Task: Binary Classification. Given a miRNA mature sequence and a target amino acid sequence, predict their likelihood of interaction. The miRNA is hsa-miR-509-3p with sequence UGAUUGGUACGUCUGUGGGUAG. The protein sequence of the target gene is MSQGSVTFRDVAIDFSQEEWKWLQPAQRDLYRCVMLENYGHLVSLGLSISKPDVVSLLEQGKEPWLGKREVKRDLFSVSESSGEIKDFSPKNVIYDDSSQYLIMERILSQGPVYSSFKGGWKCKDHTEMLQENQGCIRKVTVSHQEALAQHMNISTVERPYGCHECGKTFGRRFSLVLHQRTHTGEKPYACKECGKTFSQISNLVKHQMIHTGKKPHECKDCNKTFSYLSFLIEHQRTHTGEKPYECTECGKAFSRASNLTRHQRIHIGKKQYICRKCGKAFSSGSELIRHQITHTGEKP.... Result: 0 (no interaction).